Dataset: NCI-60 drug combinations with 297,098 pairs across 59 cell lines. Task: Regression. Given two drug SMILES strings and cell line genomic features, predict the synergy score measuring deviation from expected non-interaction effect. (1) Drug 1: C(CC(=O)O)C(=O)CN.Cl. Drug 2: CC(C)NC(=O)C1=CC=C(C=C1)CNNC.Cl. Cell line: KM12. Synergy scores: CSS=4.98, Synergy_ZIP=-0.0546, Synergy_Bliss=2.63, Synergy_Loewe=1.38, Synergy_HSA=0.964. (2) Drug 1: CN(C)N=NC1=C(NC=N1)C(=O)N. Drug 2: CC(C)NC(=O)C1=CC=C(C=C1)CNNC.Cl. Cell line: RXF 393. Synergy scores: CSS=-0.216, Synergy_ZIP=0.218, Synergy_Bliss=3.70, Synergy_Loewe=1.50, Synergy_HSA=2.00. (3) Drug 1: CC1=C(C=C(C=C1)NC2=NC=CC(=N2)N(C)C3=CC4=NN(C(=C4C=C3)C)C)S(=O)(=O)N.Cl. Drug 2: CN1C2=C(C=C(C=C2)N(CCCl)CCCl)N=C1CCCC(=O)O.Cl. Cell line: SK-MEL-5. Synergy scores: CSS=0.882, Synergy_ZIP=1.81, Synergy_Bliss=3.78, Synergy_Loewe=-0.974, Synergy_HSA=-0.425. (4) Drug 1: CC1C(C(CC(O1)OC2CC(CC3=C2C(=C4C(=C3O)C(=O)C5=C(C4=O)C(=CC=C5)OC)O)(C(=O)C)O)N)O.Cl. Drug 2: CC(C1=C(C=CC(=C1Cl)F)Cl)OC2=C(N=CC(=C2)C3=CN(N=C3)C4CCNCC4)N. Cell line: A549. Synergy scores: CSS=21.8, Synergy_ZIP=-4.08, Synergy_Bliss=-1.48, Synergy_Loewe=-11.7, Synergy_HSA=-1.11.